Dataset: Full USPTO retrosynthesis dataset with 1.9M reactions from patents (1976-2016). Task: Predict the reactants needed to synthesize the given product. The reactants are: [Br:1][C:2]1[CH:3]=[C:4]([NH:10][C:11]2[CH:16]=[CH:15][C:14]([N:17]3[CH2:22][CH2:21][N:20]([CH3:23])[CH2:19][C@H:18]3[CH3:24])=[CH:13][N:12]=2)[C:5](=[O:9])[N:6]([CH3:8])[CH:7]=1.BrC1C=C(NC2C=CC(N3CCNC[C@@H]3C)=CN=2)C(=O)N(C)C=1. Given the product [Br:1][C:2]1[CH:3]=[C:4]([NH:10][C:11]2[CH:16]=[CH:15][C:14]([N:17]3[CH2:22][CH2:21][N:20]([CH3:23])[CH2:19][C@@H:18]3[CH3:24])=[CH:13][N:12]=2)[C:5](=[O:9])[N:6]([CH3:8])[CH:7]=1, predict the reactants needed to synthesize it.